This data is from Catalyst prediction with 721,799 reactions and 888 catalyst types from USPTO. The task is: Predict which catalyst facilitates the given reaction. (1) Reactant: [NH2:1][C:2]1[CH:3]=[CH:4][C:5]2[O:10][CH2:9][CH2:8][N:7]([C:11]3[S:12][C:13]4[C:14](=[O:23])[NH:15][CH2:16][C:17]([CH3:22])([CH3:21])[CH2:18][C:19]=4[N:20]=3)[C:6]=2[CH:24]=1.Cl[CH2:26][C:27]1[N:28]=[N:29][CH:30]=[CH:31][CH:32]=1.CC(C)([O-:36])C.[Na+]. Product: [C:14]([OH:23])(=[O:36])[CH3:13].[CH3:21][C:17]1([CH3:22])[CH2:16][NH:15][C:14](=[O:23])[C:13]2[S:12][C:11]([N:7]3[C:6]4[CH:24]=[C:2]([NH:1][C:30]5[N:29]=[N:28][C:27]([CH3:26])=[CH:32][CH:31]=5)[CH:3]=[CH:4][C:5]=4[O:10][CH2:9][CH2:8]3)=[N:20][C:19]=2[CH2:18]1. The catalyst class is: 11. (2) Product: [N:1]1([CH:7]([C:9]2[CH:14]=[CH:13][C:12]([C:15]3[CH:20]=[CH:19][C:18]([N+:21]([O-:23])=[O:22])=[CH:17][CH:16]=3)=[CH:11][N:10]=2)[CH3:8])[CH:5]=[CH:4][N:3]=[CH:2]1. The catalyst class is: 18. Reactant: [NH:1]1[CH:5]=[CH:4][N:3]=[CH:2]1.Br[CH:7]([C:9]1[CH:14]=[CH:13][C:12]([C:15]2[CH:20]=[CH:19][C:18]([N+:21]([O-:23])=[O:22])=[CH:17][CH:16]=2)=[CH:11][N:10]=1)[CH3:8].C([O-])([O-])=O.[K+].[K+].